From a dataset of NCI-60 drug combinations with 297,098 pairs across 59 cell lines. Regression. Given two drug SMILES strings and cell line genomic features, predict the synergy score measuring deviation from expected non-interaction effect. Drug 1: CCC1(CC2CC(C3=C(CCN(C2)C1)C4=CC=CC=C4N3)(C5=C(C=C6C(=C5)C78CCN9C7C(C=CC9)(C(C(C8N6C=O)(C(=O)OC)O)OC(=O)C)CC)OC)C(=O)OC)O.OS(=O)(=O)O. Drug 2: N.N.Cl[Pt+2]Cl. Cell line: RPMI-8226. Synergy scores: CSS=70.9, Synergy_ZIP=1.64, Synergy_Bliss=0.508, Synergy_Loewe=-6.80, Synergy_HSA=4.10.